The task is: Predict the reactants needed to synthesize the given product.. This data is from Full USPTO retrosynthesis dataset with 1.9M reactions from patents (1976-2016). (1) Given the product [C:1]([C:3]1[C:4]([OH:5])=[N:6][C:7]([OH:12])=[CH:8][C:9]=1[CH3:11])#[N:2], predict the reactants needed to synthesize it. The reactants are: [C:1]([CH2:3][C:4]([NH2:6])=[O:5])#[N:2].[C:7](OCC)(=[O:12])[CH2:8][C:9]([CH3:11])=O.[OH-].[K+]. (2) Given the product [O:30]=[C:29]1[O:28][N:27]=[C:2]([C:3](=[N:10][O:11][CH2:12][C:13]2[N:18]=[C:17]([NH:19][C:20](=[O:26])[O:21][C:22]([CH3:24])([CH3:25])[CH3:23])[CH:16]=[CH:15][CH:14]=2)[C:4]2[CH:5]=[N:6][CH:7]=[CH:8][CH:9]=2)[NH:1]1, predict the reactants needed to synthesize it. The reactants are: [NH2:1][C:2](=[N:27][OH:28])[C:3](=[N:10][O:11][CH2:12][C:13]1[N:18]=[C:17]([NH:19][C:20](=[O:26])[O:21][C:22]([CH3:25])([CH3:24])[CH3:23])[CH:16]=[CH:15][CH:14]=1)[C:4]1[CH:5]=[N:6][CH:7]=[CH:8][CH:9]=1.[C:29](N1C=CN=C1)(N1C=CN=C1)=[O:30]. (3) Given the product [Cl:1][C:2]1[C:3]([C:24]2[CH:29]=[N:28][CH:27]=[C:26]([NH:30][CH2:31][C:32]3[CH:37]=[CH:36][CH:35]=[CH:34][C:33]=3[F:38])[N:25]=2)=[CH:4][C:5]([NH:8][C:9]([C@@H:11]2[CH2:16][CH2:15][CH2:14][NH:13][CH2:12]2)=[O:10])=[N:6][CH:7]=1.[F:39][C:40]([F:45])([F:44])[C:41]([OH:43])=[O:42], predict the reactants needed to synthesize it. The reactants are: [Cl:1][C:2]1[C:3]([C:24]2[CH:29]=[N:28][CH:27]=[C:26]([NH:30][CH2:31][C:32]3[CH:37]=[CH:36][CH:35]=[CH:34][C:33]=3[F:38])[N:25]=2)=[CH:4][C:5]([NH:8][C:9]([C@@H:11]2[CH2:16][CH2:15][CH2:14][N:13](C(OC(C)(C)C)=O)[CH2:12]2)=[O:10])=[N:6][CH:7]=1.[F:39][C:40]([F:45])([F:44])[C:41]([OH:43])=[O:42]. (4) Given the product [Cl:1][C:2]1[CH:10]=[CH:9][C:8]([C:11]2[N:12]([C:22]([O:24][C:25]([CH3:26])([CH3:27])[CH3:28])=[O:23])[C:13]3[C:18]([CH:19]=2)=[CH:17][C:16]([CH2:20][N:30]2[CH2:38][CH2:37][CH:33]([C:34]([O:41][CH3:39])=[O:35])[CH2:32][CH2:31]2)=[CH:15][CH:14]=3)=[C:7]2[C:3]=1[CH2:4][NH:5][C:6]2=[O:29], predict the reactants needed to synthesize it. The reactants are: [Cl:1][C:2]1[CH:10]=[CH:9][C:8]([C:11]2[N:12]([C:22]([O:24][C:25]([CH3:28])([CH3:27])[CH3:26])=[O:23])[C:13]3[C:18]([CH:19]=2)=[CH:17][C:16]([CH:20]=O)=[CH:15][CH:14]=3)=[C:7]2[C:3]=1[CH2:4][NH:5][C:6]2=[O:29].[NH:30]1[CH2:38][CH2:37][CH:33]([C:34](N)=[O:35])[CH2:32][CH2:31]1.[C:39](O)(=[O:41])C.C(O[BH-](OC(=O)C)OC(=O)C)(=O)C.[Na+].C(=O)([O-])[O-].[Na+].[Na+]. (5) Given the product [O:27]1[C:8]2[CH:7]=[CH:6][C:5]([NH:9][C:10]3[CH:26]=[CH:25][C:13]4[S:14][C:15]([C:18]5[CH:23]=[CH:22][N:21]=[C:20]([NH2:24])[N:19]=5)=[C:16]([CH3:17])[C:12]=4[CH:11]=3)=[CH:4][C:3]=2[O:2][CH2:1]1, predict the reactants needed to synthesize it. The reactants are: [CH3:1][O:2][C:3]1[CH:4]=[C:5]([NH:9][C:10]2[CH:26]=[CH:25][C:13]3[S:14][C:15]([C:18]4[CH:23]=[CH:22][N:21]=[C:20]([NH2:24])[N:19]=4)=[C:16]([CH3:17])[C:12]=3[CH:11]=2)[CH:6]=[CH:7][CH:8]=1.[O:27]1C2C=CC(N)=CC=2OC1.COC1C=C(C=CC=1)N. (6) Given the product [I:30][CH:5]1[CH:6]2[CH2:7][C:2]([CH3:1])([C:8](=[O:9])[NH:10]2)[CH2:3][CH2:4]1, predict the reactants needed to synthesize it. The reactants are: [CH3:1][C:2]1([C:8]([NH2:10])=[O:9])[CH2:7][CH2:6][CH:5]=[CH:4][CH2:3]1.C(N(CC)CC)C.C[Si](OS(C(F)(F)F)(=O)=O)(C)C.[I:30]I. (7) Given the product [N:15]([CH2:19][C:14]1[CH:13]=[CH:12][CH:11]=[CH:10][C:9]=1[C:6]1[CH:5]=[CH:4][CH:3]=[CH:8][CH:7]=1)=[N+:16]=[N-:17], predict the reactants needed to synthesize it. The reactants are: BrC[C:3]1[CH:8]=[CH:7][C:6]([C:9]2[CH:14]=[CH:13][CH:12]=[CH:11][CH:10]=2)=[CH:5][CH:4]=1.[N-:15]=[N+:16]=[N-:17].[Na+].[CH3:19]N(C=O)C. (8) Given the product [F:1][C:2]1[CH:7]=[CH:6][C:5]([N:8]2[C:12]([CH:25]=[O:26])=[C:11]([C:13]#[C:14][C:15]3[CH:20]=[CH:19][N:18]=[C:17]([CH3:21])[CH:16]=3)[N:10]=[C:9]2[CH3:22])=[CH:4][CH:3]=1, predict the reactants needed to synthesize it. The reactants are: [F:1][C:2]1[CH:7]=[CH:6][C:5]([N:8]2[CH:12]=[C:11]([C:13]#[C:14][C:15]3[CH:20]=[CH:19][N:18]=[C:17]([CH3:21])[CH:16]=3)[N:10]=[C:9]2[CH3:22])=[CH:4][CH:3]=1.CN(C)[CH:25]=[O:26]. (9) Given the product [NH2:1][C:2]1[S:3][C:4]([C:24]2[CH:29]=[CH:28][CH:27]=[C:26]([F:30])[CH:25]=2)=[C:5]([C:7]([N:9]2[C@H:14]([CH2:15][NH2:16])[C@@H:13]3[CH2:23][C@H:10]2[CH2:11][CH2:12]3)=[O:8])[N:6]=1, predict the reactants needed to synthesize it. The reactants are: [NH2:1][C:2]1[S:3][C:4]([C:24]2[CH:29]=[CH:28][CH:27]=[C:26]([F:30])[CH:25]=2)=[C:5]([C:7]([N:9]2[C@H:14]([CH2:15][NH:16]C(=O)C(F)(F)F)[C@@H:13]3[CH2:23][C@H:10]2[CH2:11][CH2:12]3)=[O:8])[N:6]=1.C([O-])([O-])=O.[K+].[K+].